From a dataset of Merck oncology drug combination screen with 23,052 pairs across 39 cell lines. Regression. Given two drug SMILES strings and cell line genomic features, predict the synergy score measuring deviation from expected non-interaction effect. (1) Drug 1: NC(=O)c1cccc2cn(-c3ccc(C4CCCNC4)cc3)nc12. Drug 2: CCC1(O)C(=O)OCc2c1cc1n(c2=O)Cc2cc3c(CN(C)C)c(O)ccc3nc2-1. Cell line: SKOV3. Synergy scores: synergy=33.8. (2) Drug 1: COC12C(COC(N)=O)C3=C(C(=O)C(C)=C(N)C3=O)N1CC1NC12. Drug 2: CCN(CC)CCNC(=O)c1c(C)[nH]c(C=C2C(=O)Nc3ccc(F)cc32)c1C. Cell line: A2058. Synergy scores: synergy=-0.333. (3) Drug 1: CC(=O)OC1C(=O)C2(C)C(O)CC3OCC3(OC(C)=O)C2C(OC(=O)c2ccccc2)C2(O)CC(OC(=O)C(O)C(NC(=O)c3ccccc3)c3ccccc3)C(C)=C1C2(C)C. Drug 2: COC1=C2CC(C)CC(OC)C(O)C(C)C=C(C)C(OC(N)=O)C(OC)C=CC=C(C)C(=O)NC(=CC1=O)C2=O. Cell line: NCIH23. Synergy scores: synergy=-20.0. (4) Drug 1: C#Cc1cccc(Nc2ncnc3cc(OCCOC)c(OCCOC)cc23)c1. Drug 2: Cn1c(=O)n(-c2ccc(C(C)(C)C#N)cc2)c2c3cc(-c4cnc5ccccc5c4)ccc3ncc21. Cell line: SW837. Synergy scores: synergy=48.2. (5) Drug 1: O=S1(=O)NC2(CN1CC(F)(F)F)C1CCC2Cc2cc(C=CCN3CCC(C(F)(F)F)CC3)ccc2C1. Drug 2: O=C(O)C1(Cc2cccc(Nc3nccs3)n2)CCC(Oc2cccc(Cl)c2F)CC1. Cell line: HCT116. Synergy scores: synergy=3.19. (6) Drug 1: CN1C(=O)C=CC2(C)C3CCC4(C)C(NC(=O)OCC(F)(F)F)CCC4C3CCC12. Drug 2: O=P1(N(CCCl)CCCl)NCCCO1. Cell line: UWB1289. Synergy scores: synergy=-21.0. (7) Drug 1: O=C(CCCCCCC(=O)Nc1ccccc1)NO. Drug 2: COC1CC2CCC(C)C(O)(O2)C(=O)C(=O)N2CCCCC2C(=O)OC(C(C)CC2CCC(OP(C)(C)=O)C(OC)C2)CC(=O)C(C)C=C(C)C(O)C(OC)C(=O)C(C)CC(C)C=CC=CC=C1C. Cell line: DLD1. Synergy scores: synergy=12.1.